Dataset: Reaction yield outcomes from USPTO patents with 853,638 reactions. Task: Predict the reaction yield, written as a fraction of the theoretical maximum amount of product (1.0 means a 100% yield; for example, 0.34 means a 34% yield). (1) The reactants are [CH2:1]([N:4]1[CH2:15][CH:14]2[CH2:16][CH:6]([C:7](=[O:25])[C:8]3[C:9](OS(C(F)(F)F)(=O)=O)=[CH:10][CH:11]=[CH:12][C:13]=32)[CH2:5]1)[CH:2]=[CH2:3].C(N(CC)CC)C.[C:33]([O-:36])(=[O:35])C.[K+].[CH:38]1C=CC(P(C2C=CC=CC=2)CCCP(C2C=CC=CC=2)C2C=CC=CC=2)=CC=1. The catalyst is CO.C([O-])(=O)C.[Pd+2].C([O-])(=O)C.CS(C)=O. The product is [CH3:38][O:36][C:33]([C:9]1[C:8]2[C:7](=[O:25])[CH:6]3[CH2:16][CH:14]([CH2:15][N:4]([CH2:1][CH:2]=[CH2:3])[CH2:5]3)[C:13]=2[CH:12]=[CH:11][CH:10]=1)=[O:35]. The yield is 0.570. (2) The reactants are [Cl:1][C:2]1[C:3]([N:12]2[CH2:17][CH2:16][N:15]([CH2:18][CH2:19][C:20]3[CH:25]=[CH:24][CH:23]=[CH:22][CH:21]=3)[CH2:14][CH2:13]2)=[C:4]([N+:9]([O-])=O)[C:5]([NH2:8])=[N:6][CH:7]=1.[CH3:26][N:27]([CH3:36])[C:28]1[CH:35]=[CH:34][C:31]([CH:32]=O)=[CH:30][CH:29]=1.[O-]S(S([O-])=O)=O.[Na+].[Na+]. The catalyst is CCO.CN(C=O)C.C(Cl)Cl.N. The product is [Cl:1][C:2]1[C:3]([N:12]2[CH2:17][CH2:16][N:15]([CH2:18][CH2:19][C:20]3[CH:25]=[CH:24][CH:23]=[CH:22][CH:21]=3)[CH2:14][CH2:13]2)=[C:4]2[N:9]=[C:32]([C:31]3[CH:34]=[CH:35][C:28]([N:27]([CH3:36])[CH3:26])=[CH:29][CH:30]=3)[NH:8][C:5]2=[N:6][CH:7]=1. The yield is 0.160. (3) The reactants are C(OC(=O)[NH:7][CH2:8][CH2:9][NH:10][S:11]([C:14]1[C:15]2[CH:16]=[CH:17][N:18]=[CH:19][C:20]=2[CH:21]=[C:22]([C:24]2[CH:29]=[CH:28][CH:27]=[C:26]([CH:30]([F:32])[F:31])[CH:25]=2)[CH:23]=1)(=[O:13])=[O:12])(C)(C)C.Cl. The catalyst is C(OCC)(=O)C.O1CCOCC1. The product is [NH2:7][CH2:8][CH2:9][NH:10][S:11]([C:14]1[C:15]2[CH:16]=[CH:17][N:18]=[CH:19][C:20]=2[CH:21]=[C:22]([C:24]2[CH:29]=[CH:28][CH:27]=[C:26]([CH:30]([F:32])[F:31])[CH:25]=2)[CH:23]=1)(=[O:13])=[O:12]. The yield is 0.950.